Predict the product of the given reaction. From a dataset of Forward reaction prediction with 1.9M reactions from USPTO patents (1976-2016). (1) Given the reactants [OH:1][C:2]1[CH:7]=[CH:6][C:5]([CH2:8][CH2:9][C:10]([O:12][CH2:13][CH3:14])=[O:11])=[CH:4][C:3]=1[O:15][CH3:16].[CH2:17](Br)[CH:18]=[CH2:19].C(=O)([O-])[O-].[K+].[K+].CN(C=O)C, predict the reaction product. The product is: [CH3:16][O:15][C:3]1[CH:4]=[C:5]([CH2:8][CH2:9][C:10]([O:12][CH2:13][CH3:14])=[O:11])[CH:6]=[CH:7][C:2]=1[O:1][CH2:19][CH:18]=[CH2:17]. (2) Given the reactants [NH2:1][C:2]([C:4]1([NH:17][CH2:18][C:19]2[N:24]=[CH:23][C:22]3[O:25][CH2:26][CH2:27][O:28][C:21]=3[CH:20]=2)[CH2:9][CH2:8][N:7](C(OC(C)(C)C)=O)[CH2:6][CH2:5]1)=[O:3].FC(F)(F)C(O)=O, predict the reaction product. The product is: [O:28]1[C:21]2[CH:20]=[C:19]([CH2:18][NH:17][C:4]3([C:2]([NH2:1])=[O:3])[CH2:5][CH2:6][NH:7][CH2:8][CH2:9]3)[N:24]=[CH:23][C:22]=2[O:25][CH2:26][CH2:27]1. (3) Given the reactants CCN(C(C)C)C(C)C.[OH:10][C:11]1[CH:12]=[C:13]([C:17]2[NH:21][N:20]=[C:19]([C:22]([OH:24])=O)[CH:18]=2)[CH:14]=[CH:15][CH:16]=1.C1C=CC2N(O)N=NC=2C=1.CCN=C=NCCCN(C)C.Cl.Cl.[NH2:48][CH2:49][C:50]([N:52]1[CH2:57][CH2:56][CH:55]([O:58][C:59]2[CH:64]=[CH:63][CH:62]=[C:61]([C:65]([F:68])([F:67])[F:66])[CH:60]=2)[CH2:54][CH2:53]1)=[O:51], predict the reaction product. The product is: [O:51]=[C:50]([N:52]1[CH2:53][CH2:54][CH:55]([O:58][C:59]2[CH:64]=[CH:63][CH:62]=[C:61]([C:65]([F:68])([F:66])[F:67])[CH:60]=2)[CH2:56][CH2:57]1)[CH2:49][NH:48][C:22]([C:19]1[CH:18]=[C:17]([C:13]2[CH:14]=[CH:15][CH:16]=[C:11]([OH:10])[CH:12]=2)[NH:21][N:20]=1)=[O:24].